This data is from Antibody developability classification from SAbDab with 2,409 antibodies. The task is: Regression/Classification. Given an antibody's heavy chain and light chain sequences, predict its developability. TAP uses regression for 5 developability metrics; SAbDab uses binary classification. (1) The antibody is ['EVQLQESGTELVKPGASVKISCKASGYISTDHAIHWVKQRPEQGLEWIGYISPGNGDIKYNEKFKVKATLTADQSSSTAYMQLNSLTSEDSAVYFCKRSYYGSSYVDYWGQGTTLTVSS', 'DIELTQSPSSLSASLGGKVTITCKASQDIKKYIGWYQHKPGKGPRLLIHYTSTLLPGIPSRFRGSGSGRDYSFSISNLEGGDIATYYCLQYYNLRTFGGGTKLEIK']. Result: 0 (not developable). (2) The antibody is ['QVQLQESGPGLVKPSETLSLTCTVSGGSISSHYWSWIRQSPGKGLQWIGYIYYSGSTNYSPSLKSRVTISVETAKNQFSLKLTSMTAADTAVYYCARGPVPAVFYGDYRLDPWGQGTLVTVSS', 'EIVLTQSPGTLSLSAGERATLSCRASQSVSSRYLAWYQQKPGQAPRLLIYGASSRATGIPDRFSGSGSGTDFTLTISRVEPEDFAVYYCQQYDNSVCTFGQGTKLEIK']. Result: 0 (not developable). (3) The antibody is ['VESGGGLIQPGGSLRLSCAVSGFTVSSKYMTWVRQAPGKGLEWVSVIYGGGSTYYADSVVGRFTISRDNSKNTLYLQMNSLRAEDTAVYYCASRLGVRATTGDLDYWGQGTLVTVSS', 'DIQMTQSPSTLSASVGDRVTITCRASQSISSWLAWYQQKPGKAPKLLIYDASSLESGVPSRFSGSGSGTEFTLTISSLQPDDFATYYCQQYNTYSWWTFGQGTKVDIK']. Result: 0 (not developable).